This data is from M1 muscarinic receptor antagonist screen with 61,756 compounds. The task is: Binary Classification. Given a drug SMILES string, predict its activity (active/inactive) in a high-throughput screening assay against a specified biological target. The drug is s1c(C(N(CCN2CCOCC2)C(=O)CNC(=O)c2occc2)C(=O)NC2CCCC2)ccc1. The result is 0 (inactive).